From a dataset of Forward reaction prediction with 1.9M reactions from USPTO patents (1976-2016). Predict the product of the given reaction. (1) Given the reactants [F:1][C:2]1[CH:10]=[C:9]2[C:5]([C:6]([C:11]3[CH:12]=[CH:13][C:14]4[S:18](=[O:20])(=[O:19])[N:17]([CH2:21][C:22]([O:24]C(C)(C)C)=[O:23])[CH:16]([CH3:29])[C:15]=4[CH:30]=3)=[CH:7][NH:8]2)=[CH:4][CH:3]=1, predict the reaction product. The product is: [F:1][C:2]1[CH:10]=[C:9]2[C:5]([C:6]([C:11]3[CH:12]=[CH:13][C:14]4[S:18](=[O:20])(=[O:19])[N:17]([CH2:21][C:22]([OH:24])=[O:23])[CH:16]([CH3:29])[C:15]=4[CH:30]=3)=[CH:7][NH:8]2)=[CH:4][CH:3]=1. (2) Given the reactants [C:1]1([S:7]([N:10]2[C:14]3=[N:15][CH:16]=[C:17]([N+:27]([O-:29])=[O:28])[C:18]([NH:19][C@H:20]4[CH2:25][CH2:24][CH2:23][C@H:22]([OH:26])[CH2:21]4)=[C:13]3[CH:12]=[CH:11]2)(=[O:9])=[O:8])[CH:6]=[CH:5][CH:4]=[CH:3][CH:2]=1.C(N(CC)C(C)C)(C)C.[C:39](Cl)(=[O:41])[CH3:40], predict the reaction product. The product is: [C:1]1([S:7]([N:10]2[C:14]3=[N:15][CH:16]=[C:17]([N+:27]([O-:29])=[O:28])[C:18]([NH:19][CH:20]4[CH2:25][CH2:24][CH2:23][CH:22]([O:26][C:39](=[O:41])[CH3:40])[CH2:21]4)=[C:13]3[CH:12]=[CH:11]2)(=[O:9])=[O:8])[CH:6]=[CH:5][CH:4]=[CH:3][CH:2]=1. (3) Given the reactants [F:1][C:2]1[CH:7]=[C:6]([N+]([O-])=O)[C:5]([CH:11]=[CH:12][N:13](C)C)=[C:4]([N+:16]([O-])=O)[CH:3]=1, predict the reaction product. The product is: [F:1][C:2]1[CH:3]=[C:4]([NH2:16])[C:5]2[CH:11]=[CH:12][NH:13][C:6]=2[CH:7]=1. (4) Given the reactants [NH:1]1[CH:5]=[CH:4][N:3]=[CH:2]1.[F:6][C:7]([F:12])([F:11])[C:8]([OH:10])=[O:9].[Cl:13][C:14]1[CH:15]=[CH:16][C:17](I)=[C:18]([C:20]2[N:21]=[CH:22][N:23]([C@@H:27]3[C:43]4[CH:44]=[C:39]([CH:40]=[CH:41][N:42]=4)[C:38]4[N:37]([CH3:45])[N:36]=[CH:35][C:34]=4[NH:33][C:32](=[O:46])[C@H:31]([CH3:47])[CH2:30][CH2:29][CH2:28]3)[C:24](=[O:26])[CH:25]=2)[CH:19]=1.N1CCC[C@H]1C(O)=O.C([O-])([O-])=O.[K+].[K+], predict the reaction product. The product is: [F:6][C:7]([F:12])([F:11])[C:8]([OH:10])=[O:9].[Cl:13][C:14]1[CH:15]=[CH:16][C:17]([N:1]2[CH:5]=[CH:4][N:3]=[CH:2]2)=[C:18]([C:20]2[N:21]=[CH:22][N:23]([C@@H:27]3[C:43]4[CH:44]=[C:39]([CH:40]=[CH:41][N:42]=4)[C:38]4[N:37]([CH3:45])[N:36]=[CH:35][C:34]=4[NH:33][C:32](=[O:46])[C@H:31]([CH3:47])[CH2:30][CH2:29][CH2:28]3)[C:24](=[O:26])[CH:25]=2)[CH:19]=1. (5) The product is: [CH2:26]([O:25][C:23](=[O:24])[CH2:22][C:17]1([CH2:18][CH2:19][CH3:20])[C:10]2[NH:11][C:3]3[C:4]([C:9]=2[CH2:12][CH2:13][O:21]1)=[C:5]([Br:8])[CH:6]=[CH:7][C:2]=3[CH3:1])[CH3:27]. Given the reactants [CH3:1][C:2]1[CH:7]=[CH:6][C:5]([Br:8])=[C:4]2[C:9]([CH2:12][CH:13](N)CO)=[CH:10][NH:11][C:3]=12.[C:17]([CH2:22][C:23]([O:25][CH2:26][CH3:27])=[O:24])(=[O:21])[CH2:18][CH2:19][CH3:20].B(F)(F)F.CCOCC, predict the reaction product. (6) Given the reactants [N:1]([CH2:4][C@@H:5]1[C@H:9](O)[CH2:8][CH2:7][N:6]1[C:11]([O:13][C:14]([CH3:17])([CH3:16])[CH3:15])=[O:12])=[N+:2]=[N-:3].[C:18]1(=[O:28])[NH:22][C:21](=[O:23])[C:20]2=[CH:24][CH:25]=[CH:26][CH:27]=[C:19]12.C1(P(C2C=CC=CC=2)C2C=CC=CC=2)C=CC=CC=1.N(C(OCC)=O)=NC(OCC)=O, predict the reaction product. The product is: [N:1]([CH2:4][C@@H:5]1[C@@H:9]([N:22]2[C:18](=[O:28])[C:19]3[C:20](=[CH:24][CH:25]=[CH:26][CH:27]=3)[C:21]2=[O:23])[CH2:8][CH2:7][N:6]1[C:11]([O:13][C:14]([CH3:17])([CH3:16])[CH3:15])=[O:12])=[N+:2]=[N-:3]. (7) Given the reactants Cl[C:2]([C:6]([CH3:10])([CH3:9])[C:7]#[N:8])=[CH:3][C:4]#[N:5].[OH:11][NH:12]C(N)=O.[OH-].[Na+], predict the reaction product. The product is: [NH2:5][C:4]1[CH:3]=[C:2]([C:6]([CH3:10])([CH3:9])[C:7]#[N:8])[O:11][N:12]=1. (8) Given the reactants [NH2:1][C:2]1[C:3]([CH3:9])=[CH:4][CH:5]=[CH:6][C:7]=1[CH3:8].[Cl:10][CH2:11][C:12](Cl)=[O:13], predict the reaction product. The product is: [Cl:10][CH2:11][C:12]([NH:1][C:2]1[C:7]([CH3:8])=[CH:6][CH:5]=[CH:4][C:3]=1[CH3:9])=[O:13].